This data is from Forward reaction prediction with 1.9M reactions from USPTO patents (1976-2016). The task is: Predict the product of the given reaction. (1) Given the reactants CN(C)[CH:3]=[C:4]([CH2:7][O:8][CH3:9])[CH:5]=[O:6].[OH-].[Na+].S(OC)([O:16][CH3:17])(=O)=O, predict the reaction product. The product is: [CH3:17][O:16][CH:3]=[C:4]([CH2:7][O:8][CH3:9])[CH:5]=[O:6]. (2) Given the reactants [Li]CCCC.C1COCC1.[NH2:11][C:12]1[C:13]2[CH:28]=[C:27](Br)[S:26][C:14]=2[N:15]=[C:16]([C:18]2[CH:19]=[C:20]([CH:23]=[CH:24][CH:25]=2)C#N)[N:17]=1.[F:30][C:31]1[CH:38]=[CH:37][C:34]([CH2:35]Br)=[CH:33][CH:32]=1, predict the reaction product. The product is: [F:30][C:31]1[CH:38]=[CH:37][C:34]([CH2:35][C:27]2[S:26][C:14]3[N:15]=[C:16]([C:18]4[CH:25]=[CH:24][CH:23]=[CH:20][CH:19]=4)[N:17]=[C:12]([NH2:11])[C:13]=3[CH:28]=2)=[CH:33][CH:32]=1. (3) Given the reactants CO[C:3]([C:5]1[N:6]=[C:7]([C:24]#[N:25])[C:8]2[C:9](=[O:23])[N:10]([CH2:16][C:17]3[CH:22]=[CH:21][CH:20]=[CH:19][CH:18]=3)[CH:11]=[CH:12][C:13]=2[C:14]=1[OH:15])=[O:4].[NH2:26][C@H:27]([C:35]([OH:37])=[O:36])[CH2:28][C:29]1[CH:34]=[CH:33][CH:32]=[CH:31][CH:30]=1.C[O-].[Na+], predict the reaction product. The product is: [CH2:16]([N:10]1[C:9](=[O:23])[C:8]2[C:7]([C:24]#[N:25])=[N:6][C:5]([C:3]([NH:26][C@@H:27]([CH2:28][C:29]3[CH:34]=[CH:33][CH:32]=[CH:31][CH:30]=3)[C:35]([OH:37])=[O:36])=[O:4])=[C:14]([OH:15])[C:13]=2[CH:12]=[CH:11]1)[C:17]1[CH:22]=[CH:21][CH:20]=[CH:19][CH:18]=1. (4) The product is: [F:16][C:13]1[CH:14]=[CH:15][C:10]([C:9]([N:8]2[CH2:6][CH2:7][CH:3]([C:1]#[N:2])[C:4]2=[O:5])=[O:17])=[CH:11][CH:12]=1. Given the reactants [C:1]([C:3]1[CH2:7][CH2:6][O:5][C:4]=1[NH:8][C:9](=[O:17])[C:10]1[CH:15]=[CH:14][C:13]([F:16])=[CH:12][CH:11]=1)#[N:2].[I-].[Na+], predict the reaction product. (5) Given the reactants [CH2:1]([O:5][P:6]([C:13]1[CH:17]=[C:16]([I:18])[S:15][C:14]=1I)([O:8][CH2:9][CH2:10][CH2:11][CH3:12])=[O:7])[CH2:2][CH2:3][CH3:4].C([Li])CCC.P([O-])([O-])(O)=O.[Na+].[Na+].P([O-])(O)(O)=O.[Na+], predict the reaction product. The product is: [CH2:9]([O:8][P:6]([C:13]1[CH:17]=[C:16]([I:18])[S:15][CH:14]=1)([O:5][CH2:1][CH2:2][CH2:3][CH3:4])=[O:7])[CH2:10][CH2:11][CH3:12]. (6) Given the reactants [C:1]([C:3]1[N:4]=[CH:5][C:6]2[CH2:11][N:10](C(OC(C)(C)C)=O)[CH2:9][C:7]=2[N:8]=1)#[N:2], predict the reaction product. The product is: [N:8]1[C:7]2[CH2:9][NH:10][CH2:11][C:6]=2[CH:5]=[N:4][C:3]=1[C:1]#[N:2].